From a dataset of Forward reaction prediction with 1.9M reactions from USPTO patents (1976-2016). Predict the product of the given reaction. Given the reactants Br[C:2]1[C:10]2[C:6](=[N:7][O:8][N:9]=2)[C:5]([N+:11]([O-:13])=[O:12])=[CH:4][CH:3]=1.[Cl:14]C1C2C(=NSN=2)C([N+]([O-])=O)=CC=1.BrC1C2C(=NSN=2)C([N+]([O-])=O)=CC=1.ClC1C2C(=N[Se]N=2)C([N+]([O-])=O)=CC=1.BrC1C2C(=N[Se]N=2)C([N+]([O-])=O)=CC=1, predict the reaction product. The product is: [Cl:14][C:2]1[C:10]2[C:6](=[N:7][O:8][N:9]=2)[C:5]([N+:11]([O-:13])=[O:12])=[CH:4][CH:3]=1.